Dataset: Full USPTO retrosynthesis dataset with 1.9M reactions from patents (1976-2016). Task: Predict the reactants needed to synthesize the given product. (1) Given the product [NH2:1][C:2]1[C:3]2[C:10]([C:11]3[CH:16]=[CH:15][CH:14]=[C:13]([O:17][CH2:18][C:19]4[CH:24]=[CH:23][CH:22]=[CH:21][CH:20]=4)[CH:12]=3)=[CH:9][N:8]([C@H:25]3[CH2:28][C@H:27]([CH2:29][NH:30][C:31]([NH:33][CH2:34][CH2:35][N:43]4[CH2:48][CH2:47][O:46][CH2:45][CH2:44]4)=[O:32])[CH2:26]3)[C:4]=2[N:5]=[CH:6][N:7]=1, predict the reactants needed to synthesize it. The reactants are: [NH2:1][C:2]1[C:3]2[C:10]([C:11]3[CH:16]=[CH:15][CH:14]=[C:13]([O:17][CH2:18][C:19]4[CH:24]=[CH:23][CH:22]=[CH:21][CH:20]=4)[CH:12]=3)=[CH:9][N:8]([C@H:25]3[CH2:28][C@H:27]([CH2:29][NH:30][C:31]([NH:33][CH2:34][CH2:35]Br)=[O:32])[CH2:26]3)[C:4]=2[N:5]=[CH:6][N:7]=1.BrCCN=C=O.[NH:43]1[CH2:48][CH2:47][O:46][CH2:45][CH2:44]1. (2) Given the product [Br:1][C:2]1[CH:3]=[C:4]([C:9]([F:12])([F:10])[F:11])[C:5]2[N:6]([CH:14]=[C:15]([CH3:16])[N:8]=2)[CH:7]=1, predict the reactants needed to synthesize it. The reactants are: [Br:1][C:2]1[CH:3]=[C:4]([C:9]([F:12])([F:11])[F:10])[C:5]([NH2:8])=[N:6][CH:7]=1.Cl[CH2:14][C:15](=O)[CH3:16].